From a dataset of Forward reaction prediction with 1.9M reactions from USPTO patents (1976-2016). Predict the product of the given reaction. (1) Given the reactants [NH2:1][CH2:2][CH2:3][CH2:4][CH2:5][C@H:6]([NH:20][C:21](=[O:27])[O:22][C:23]([CH3:26])([CH3:25])[CH3:24])[CH:7]([OH:19])[C:8](=[O:18])[NH:9][C@@H:10]([C:12]1[CH:17]=[CH:16][CH:15]=[CH:14][CH:13]=1)[CH3:11].C(N(CC)CC)C.[N:35]1([C:41](Cl)=[O:42])[CH2:40][CH2:39][O:38][CH2:37][CH2:36]1, predict the reaction product. The product is: [OH:19][CH:7]([C@@H:6]([NH:20][C:21](=[O:27])[O:22][C:23]([CH3:26])([CH3:25])[CH3:24])[CH2:5][CH2:4][CH2:3][CH2:2][NH:1][C:41]([N:35]1[CH2:40][CH2:39][O:38][CH2:37][CH2:36]1)=[O:42])[C:8](=[O:18])[NH:9][C@@H:10]([C:12]1[CH:17]=[CH:16][CH:15]=[CH:14][CH:13]=1)[CH3:11]. (2) Given the reactants [Cl:1][C:2]1[CH:7]=[CH:6][C:5]([C:8]([OH:44])([CH:37]2[CH2:42][CH2:41][N:40]([CH3:43])[CH2:39][CH2:38]2)[C:9]2[CH:10]=[C:11]([C:27]3[CH:32]=[CH:31][N:30]=[C:29]([NH:33][C:34](=[O:36])[CH3:35])[CH:28]=3)[S:12][C:13]=2[C:14]2[N:18]=[CH:17][N:16](COCC[Si](C)(C)C)[N:15]=2)=[CH:4][CH:3]=1.[F-].C([N+](CCCC)(CCCC)CCCC)CCC.C([O-])(O)=O.[Na+].CCOC(C)=O, predict the reaction product. The product is: [Cl:1][C:2]1[CH:3]=[CH:4][C:5]([C:8]([OH:44])([CH:37]2[CH2:42][CH2:41][N:40]([CH3:43])[CH2:39][CH2:38]2)[C:9]2[CH:10]=[C:11]([C:27]3[CH:32]=[CH:31][N:30]=[C:29]([NH:33][C:34](=[O:36])[CH3:35])[CH:28]=3)[S:12][C:13]=2[C:14]2[NH:18][CH:17]=[N:16][N:15]=2)=[CH:6][CH:7]=1. (3) Given the reactants [N:1]1[NH:2][CH:3]=[C:4]2[CH2:8][N:7](C(OC(C)(C)C)=O)[CH2:6][C:5]=12.C(Cl)[Cl:17], predict the reaction product. The product is: [ClH:17].[N:1]1[NH:2][CH:3]=[C:4]2[CH2:8][NH:7][CH2:6][C:5]=12. (4) The product is: [C:12]1([CH:11]([C:18]2[CH:23]=[CH:22][CH:21]=[CH:20][CH:19]=2)[N:9]2[CH2:10][CH:7]([O:6][CH2:5][CH:4]([NH:1][C:47](=[O:48])[CH3:46])[CH3:24])[CH2:8]2)[CH:17]=[CH:16][CH:15]=[CH:14][CH:13]=1. Given the reactants [N:1]([CH:4]([CH3:24])[CH2:5][O:6][CH:7]1[CH2:10][N:9]([CH:11]([C:18]2[CH:23]=[CH:22][CH:21]=[CH:20][CH:19]=2)[C:12]2[CH:17]=[CH:16][CH:15]=[CH:14][CH:13]=2)[CH2:8]1)=[N+]=[N-].C1(P(C2C=CC=CC=2)C2C=CC=CC=2)C=CC=CC=1.Cl.C1C[O:48][CH2:47][CH2:46]1.O, predict the reaction product. (5) Given the reactants [CH:1]([N:14]1[CH2:17][C:16](=[CH:18]OC)[CH2:15]1)([C:8]1[CH:13]=[CH:12][CH:11]=[CH:10][CH:9]=1)[C:2]1[CH:7]=[CH:6][CH:5]=[CH:4][CH:3]=1.[C:21](=O)(O)[O-:22].[Na+], predict the reaction product. The product is: [CH:1]([N:14]1[CH2:17][CH:16]([CH2:18][CH:21]=[O:22])[CH2:15]1)([C:2]1[CH:3]=[CH:4][CH:5]=[CH:6][CH:7]=1)[C:8]1[CH:13]=[CH:12][CH:11]=[CH:10][CH:9]=1. (6) Given the reactants O=C[C@@H]([C@H:5]([C@@H:7]([C@@H:9]([CH2:11][OH:12])O)[OH:8])[OH:6])O.[Li+].[Br-].[CH3:15][C:16](N(C)C)=O, predict the reaction product. The product is: [OH:12][CH2:11][C:9]1[CH:16]=[CH:15][O:8][C:7]=1[CH:5]=[O:6].